From a dataset of hERG Central: cardiac toxicity at 1µM, 10µM, and general inhibition. Predict hERG channel inhibition at various concentrations. The compound is CCc1ccc(NC(=O)C2CCN(C(=O)[C@@H]3Cc4ccccc4CN3)CC2)cc1. Results: hERG_inhib (hERG inhibition (general)): blocker.